Dataset: Full USPTO retrosynthesis dataset with 1.9M reactions from patents (1976-2016). Task: Predict the reactants needed to synthesize the given product. (1) Given the product [C:1]([O:5][C:6]([N:8]1[C:16]2[C:11](=[CH:12][CH:13]=[C:14]([OH:17])[CH:15]=2)[C:10]([NH:25][C:26](=[O:40])[C:27]2[CH:32]=[CH:31][C:30]([N:33]3[CH2:38][CH2:37][N:36]([CH3:39])[CH2:35][CH2:34]3)=[CH:29][CH:28]=2)=[N:9]1)=[O:7])([CH3:4])([CH3:3])[CH3:2], predict the reactants needed to synthesize it. The reactants are: [C:1]([O:5][C:6]([N:8]1[C:16]2[C:11](=[CH:12][CH:13]=[C:14]([O:17][Si](C(C)(C)C)(C)C)[CH:15]=2)[C:10]([NH:25][C:26](=[O:40])[C:27]2[CH:32]=[CH:31][C:30]([N:33]3[CH2:38][CH2:37][N:36]([CH3:39])[CH2:35][CH2:34]3)=[CH:29][CH:28]=2)=[N:9]1)=[O:7])([CH3:4])([CH3:3])[CH3:2].CCCC[N+](CCCC)(CCCC)CCCC.[F-].O.CCOCC. (2) Given the product [CH2:4]([O:3][C:1](=[O:2])[N:15]([CH2:12][CH:13]=[CH2:14])[CH:16]([CH3:21])[CH2:17][CH2:18][CH:19]=[CH2:20])[C:5]1[CH:10]=[CH:9][CH:8]=[CH:7][CH:6]=1, predict the reactants needed to synthesize it. The reactants are: [C:1](Cl)([O:3][CH2:4][C:5]1[CH:10]=[CH:9][CH:8]=[CH:7][CH:6]=1)=[O:2].[CH2:12]([NH:15][CH:16]([CH3:21])[CH2:17][CH2:18][CH:19]=[CH2:20])[CH:13]=[CH2:14].C(N(CC)CC)C. (3) Given the product [C:1]([OH:10])(=[O:9])[CH2:2][CH2:3][CH2:4][CH2:5][CH2:6][CH2:7][CH3:8], predict the reactants needed to synthesize it. The reactants are: [C:1]([O-:10])(=[O:9])[CH2:2][CH2:3][CH2:4][CH2:5][CH2:6][CH2:7][CH3:8].[Na+]. (4) Given the product [F:63][C:64]([F:75])([F:74])[C:33]1[CH:4]=[C:5]([CH:30]=[CH:31][CH:32]=1)[C:6]([NH:8][CH:9]([C:11]1[N:16]=[N:15][C:14]([NH:17][C:18]2[CH:19]=[C:20]([O:28][CH3:29])[C:21]([O:26][CH3:27])=[C:22]([O:24][CH3:25])[CH:23]=2)=[N:13][CH:12]=1)[CH3:10])=[O:7], predict the reactants needed to synthesize it. The reactants are: [N+]([C:4]1[CH:33]=[CH:32][CH:31]=[CH:30][C:5]=1[C:6]([NH:8][CH:9]([C:11]1[N:16]=[N:15][C:14]([NH:17][C:18]2[CH:23]=[C:22]([O:24][CH3:25])[C:21]([O:26][CH3:27])=[C:20]([O:28][CH3:29])[CH:19]=2)=[N:13][CH:12]=1)[CH3:10])=[O:7])([O-])=O.NC(C1N=NC(NC2C=C(OC)C(OC)=C(OC)C=2)=NC=1)C.C(N(CC)CC)C.[F:63][C:64]([F:75])([F:74])C1C=C(C=CC=1)C(Cl)=O. (5) Given the product [Cl:25][C:19]1[CH:20]=[N:21][CH:22]=[C:23]([Cl:24])[C:18]=1[CH2:17][C:16]([C:10]1[C:9]2[C:5]([CH2:4][C:1]([NH:39][CH2:40][C:41]3[CH:46]=[CH:45][CH:44]=[CH:43][N:42]=3)=[O:2])=[CH:6][O:7][C:8]=2[C:13]([O:14][CH3:15])=[CH:12][CH:11]=1)=[O:26], predict the reactants needed to synthesize it. The reactants are: [C:1]([CH2:4][C:5]1[C:9]2[C:10]([C:16](=[O:26])[CH2:17][C:18]3[C:23]([Cl:24])=[CH:22][N:21]=[CH:20][C:19]=3[Cl:25])=[CH:11][CH:12]=[C:13]([O:14][CH3:15])[C:8]=2[O:7][CH:6]=1)(O)=[O:2].C(N1C=CN=C1)(N1C=CN=C1)=O.[NH2:39][CH2:40][C:41]1[CH:46]=[CH:45][CH:44]=[CH:43][N:42]=1.O. (6) Given the product [OH:34][CH2:33][CH2:35][NH:36][C:4]([C:6]1[C:7]2[S:15][CH:14]=[C:13]([CH2:16][O:17][C:18]3[CH:23]=[CH:22][CH:21]=[C:20]([CH2:24][O:25][C:26]4[CH:31]=[CH:30][C:29]([Cl:32])=[CH:28][CH:27]=4)[CH:19]=3)[C:8]=2[C:9]([NH2:12])=[N:10][CH:11]=1)=[O:5], predict the reactants needed to synthesize it. The reactants are: C(O[C:4]([C:6]1[C:7]2[S:15][CH:14]=[C:13]([CH2:16][O:17][C:18]3[CH:23]=[CH:22][CH:21]=[C:20]([CH2:24][O:25][C:26]4[CH:31]=[CH:30][C:29]([Cl:32])=[CH:28][CH:27]=4)[CH:19]=3)[C:8]=2[C:9]([NH2:12])=[N:10][CH:11]=1)=[O:5])C.[CH2:33]([CH2:35][NH2:36])[OH:34].